From a dataset of Forward reaction prediction with 1.9M reactions from USPTO patents (1976-2016). Predict the product of the given reaction. The product is: [O:13]=[C:8]1[C:9]([C@H:15]([CH3:16])[C:19]([OH:18])=[O:20])=[CH:10][CH:11]=[CH:12][NH:7]1. Given the reactants C(OC(=O)[C@@H]([N:7]1[CH:12]=[CH:11][CH:10]=[CH:9][C:8]1=[O:13])C)C.[CH2:15]1[CH2:19][O:18]C[CH2:16]1.[OH-:20].[Na+], predict the reaction product.